This data is from Full USPTO retrosynthesis dataset with 1.9M reactions from patents (1976-2016). The task is: Predict the reactants needed to synthesize the given product. Given the product [NH:9]([C:2]1[CH:7]=[C:6]([I:8])[CH:5]=[CH:4][N:3]=1)[NH2:10], predict the reactants needed to synthesize it. The reactants are: Cl[C:2]1[CH:7]=[C:6]([I:8])[CH:5]=[CH:4][N:3]=1.[NH2:9][NH2:10].